From a dataset of Reaction yield outcomes from USPTO patents with 853,638 reactions. Predict the reaction yield, written as a fraction of the theoretical maximum amount of product (1.0 means a 100% yield; for example, 0.34 means a 34% yield). The reactants are [H-].[Na+].Cl[C:4]1[C:9]([CH:10]([NH:12][CH2:13][CH:14]([OH:20])[CH2:15][C:16]([F:19])([F:18])[F:17])[CH3:11])=[CH:8][CH:7]=[C:6]([Cl:21])[N:5]=1. The catalyst is C1COCC1. The product is [Cl:21][C:6]1[CH:7]=[CH:8][C:9]2[CH:10]([CH3:11])[NH:12][CH2:13][CH:14]([CH2:15][C:16]([F:19])([F:18])[F:17])[O:20][C:4]=2[N:5]=1. The yield is 0.680.